Task: Predict the reactants needed to synthesize the given product.. Dataset: Full USPTO retrosynthesis dataset with 1.9M reactions from patents (1976-2016) (1) Given the product [F:22][C:21]([F:24])([F:23])[C:18]1[O:17][C:16]([CH2:15][N:1]2[C:11]3[C:6](=[CH:7][CH:8]=[CH:9][CH:10]=3)[C:4](=[O:5])[C:2]2=[O:3])=[CH:20][CH:19]=1, predict the reactants needed to synthesize it. The reactants are: [NH:1]1[C:11]2[C:6](=[CH:7][CH:8]=[CH:9][CH:10]=2)[C:4](=[O:5])[C:2]1=[O:3].[H-].[Na+].Br[CH2:15][C:16]1[O:17][C:18]([C:21]([F:24])([F:23])[F:22])=[CH:19][CH:20]=1. (2) Given the product [C:10]([O:14][C:15]([C:17]1([C:18](=[O:29])[N:3]([O:4][CH3:5])[CH3:2])[CH:22]([C:23]2[CH:28]=[CH:27][CH:26]=[CH:25][CH:24]=2)[CH:21]1[CH2:20][OH:19])=[O:16])([CH3:12])([CH3:11])[CH3:13], predict the reactants needed to synthesize it. The reactants are: Cl.[CH3:2][NH:3][O:4][CH3:5].C[Al](C)C.[C:10]([O:14][C:15]([C:17]12[CH:22]([C:23]3[CH:28]=[CH:27][CH:26]=[CH:25][CH:24]=3)[CH:21]1[CH2:20][O:19][C:18]2=[O:29])=[O:16])([CH3:13])([CH3:12])[CH3:11].Cl. (3) Given the product [CH2:4]([CH:6]([C:10]1[CH:11]=[CH:12][NH:19][N:18]=1)[CH2:7][CH3:8])[CH3:5], predict the reactants needed to synthesize it. The reactants are: C[O-].[Na+].[CH2:4]([CH:6]([CH2:10][CH3:11])[C:7](=O)[CH3:8])[CH3:5].[CH:12](OCC)=O.O.[NH2:18][NH2:19]. (4) Given the product [C:15]([O:14][C:12]([N:9]1[CH2:10][CH2:11][C:6]2[C:4]([OH:3])=[N:27][CH:25]=[N:26][C:7]=2[CH2:8]1)=[O:13])([CH3:18])([CH3:17])[CH3:16], predict the reactants needed to synthesize it. The reactants are: C([O:3][C:4]([CH:6]1[CH2:11][CH2:10][N:9]([C:12]([O:14][C:15]([CH3:18])([CH3:17])[CH3:16])=[O:13])[CH2:8][C:7]1=O)=O)C.[O-]CC.[Na+].Cl.[CH:25]([NH2:27])=[NH:26]. (5) Given the product [CH3:1][O:2][C:3]1[CH:12]=[CH:11][C:6]2[C:7](=[O:10])[CH2:8][O:9][C:5]=2[C:4]=1/[CH:13]=[CH:14]\[CH2:15][CH:16]1[CH2:21][CH2:20][N:19]([C:22]([O:24][C:25]([CH3:28])([CH3:27])[CH3:26])=[O:23])[CH2:18][CH2:17]1, predict the reactants needed to synthesize it. The reactants are: [CH3:1][O:2][C:3]1[CH:12]=[CH:11][C:6]2[C:7](=[O:10])[CH2:8][O:9][C:5]=2[C:4]=1[C:13]#[C:14][CH2:15][CH:16]1[CH2:21][CH2:20][N:19]([C:22]([O:24][C:25]([CH3:28])([CH3:27])[CH3:26])=[O:23])[CH2:18][CH2:17]1. (6) Given the product [Cl:34][C:31]1[CH:32]=[CH:33][C:28]([C:26]2[S:27][C:21]3[C:20](=[O:35])[N:19]([C:16]4[CH:15]=[N:14][C:13]([N:10]5[CH2:11][CH2:12][C@@H:8]([N:7]([CH:51]6[CH2:53][CH2:52]6)[CH:6]6[CH2:39][CH2:37]6)[CH2:9]5)=[CH:18][CH:17]=4)[CH2:24][CH2:23][C:22]=3[CH:25]=2)=[CH:29][CH:30]=1, predict the reactants needed to synthesize it. The reactants are: C(O[C:6](=O)[NH:7][C@@H:8]1[CH2:12][CH2:11][N:10]([C:13]2[CH:18]=[CH:17][C:16]([N:19]3[CH2:24][CH2:23][C:22]4[CH:25]=[C:26]([C:28]5[CH:33]=[CH:32][C:31]([Cl:34])=[CH:30][CH:29]=5)[S:27][C:21]=4[C:20]3=[O:35])=[CH:15][N:14]=2)[CH2:9]1)(C)(C)C.[C:37](O)([C:39](F)(F)F)=O.CC(O)=O.C(O[C:51]1(O[Si](C)(C)C)[CH2:53][CH2:52]1)C.[BH3-]C#N.[Na+]. (7) Given the product [CH3:12][Si:11]([CH3:14])([CH3:13])[C:10]#[C:9][C:6]1([CH3:1])[CH2:8][CH2:7]1, predict the reactants needed to synthesize it. The reactants are: [CH2:1]([Li])CCC.[CH:6]1([C:9]#[C:10][Si:11]([CH3:14])([CH3:13])[CH3:12])[CH2:8][CH2:7]1.S(OC)(OC)(=O)=O. (8) Given the product [CH:1]([C@H:4]1[CH2:8][O:7][C:6](=[O:9])[N:5]1[C:10]1[CH:15]=[CH:14][N:13]=[C:12]([NH:16][C@H:17]([C:19]2[CH:26]=[CH:25][C:22]([CH2:23][N:32]3[CH2:31][CH2:30][N:29]([C:34]([O:36][C:37]([CH3:40])([CH3:39])[CH3:38])=[O:35])[C:28]([CH3:41])([CH3:27])[CH2:33]3)=[CH:21][CH:20]=2)[CH3:18])[N:11]=1)([CH3:2])[CH3:3], predict the reactants needed to synthesize it. The reactants are: [CH:1]([C@H:4]1[CH2:8][O:7][C:6](=[O:9])[N:5]1[C:10]1[CH:15]=[CH:14][N:13]=[C:12]([NH:16][C@H:17]([C:19]2[CH:26]=[CH:25][C:22]([CH:23]=O)=[CH:21][CH:20]=2)[CH3:18])[N:11]=1)([CH3:3])[CH3:2].[CH3:27][C:28]1([CH3:41])[CH2:33][NH:32][CH2:31][CH2:30][N:29]1[C:34]([O:36][C:37]([CH3:40])([CH3:39])[CH3:38])=[O:35].C(O)(=O)C.